Dataset: Forward reaction prediction with 1.9M reactions from USPTO patents (1976-2016). Task: Predict the product of the given reaction. (1) The product is: [CH3:3]/[C:4](/[C:7]1[N:11]([C:12]2[CH:17]=[CH:16][C:15]([OH:18])=[CH:14][C:13]=2[F:19])[N:10]=[C:9]([CH3:20])[C:8]=1[C:21](=[N:1][OH:2])[NH2:22])=[CH:5]/[CH3:6]. Given the reactants [NH2:1][OH:2].[CH3:3]/[C:4](/[C:7]1[N:11]([C:12]2[CH:17]=[CH:16][C:15]([OH:18])=[CH:14][C:13]=2[F:19])[N:10]=[C:9]([CH3:20])[C:8]=1[C:21]#[N:22])=[CH:5]/[CH3:6].CC1SC=C(C)C=1C1N(C2C=CC(O)=CC=2F)N=C(C)C=1C#N, predict the reaction product. (2) The product is: [Cl:27][C:24]1[CH:25]=[CH:26][C:21]([C:20]([N:17]2[CH2:18][CH2:19][N:14]([CH:10]3[CH:11]([OH:13])[CH2:12][NH:8][CH2:9]3)[CH2:15][CH2:16]2)=[O:28])=[CH:22][CH:23]=1. Given the reactants C(OC([N:8]1[CH2:12][CH:11]([OH:13])[CH:10]([N:14]2[CH2:19][CH2:18][N:17]([C:20](=[O:28])[C:21]3[CH:26]=[CH:25][C:24]([Cl:27])=[CH:23][CH:22]=3)[CH2:16][CH2:15]2)[CH2:9]1)=O)(C)(C)C.Cl.O1CCOCC1, predict the reaction product. (3) Given the reactants [NH:1]1[C:5]2[CH:6]=[CH:7][CH:8]=[CH:9][C:4]=2[N:3]=[N:2]1.[H-].[Na+].I[CH2:13][C:14]1[N:18](S(C)(=O)=O)[C:17]2[CH:23]=[CH:24][CH:25]=[CH:26][C:16]=2[N:15]=1, predict the reaction product. The product is: [NH:15]1[C:16]2[CH:26]=[CH:25][CH:24]=[CH:23][C:17]=2[N:18]=[C:14]1[CH2:13][N:2]1[N:3]=[C:4]2[CH:9]=[CH:8][CH:7]=[CH:6][C:5]2=[N:1]1.[NH:15]1[C:16]2[CH:26]=[CH:25][CH:24]=[CH:23][C:17]=2[N:18]=[C:14]1[CH2:13][N:1]1[C:5]2[CH:6]=[CH:7][CH:8]=[CH:9][C:4]=2[N:3]=[N:2]1. (4) Given the reactants [OH:1][C:2]1[CH:10]=[C:9]([O:11][CH3:12])[CH:8]=[CH:7][C:3]=1[C:4]([NH2:6])=O.C(N(CC)CC)C.FC(F)(F)S(OS(C(F)(F)F)(=O)=O)(=O)=O, predict the reaction product. The product is: [OH:1][C:2]1[CH:10]=[C:9]([O:11][CH3:12])[CH:8]=[CH:7][C:3]=1[C:4]#[N:6]. (5) Given the reactants [Cl:1][C:2]1[N:7]=[C:6]([NH2:8])[C:5]([CH3:9])=[CH:4][N:3]=1.Br[C:11]1[CH:12]=[C:13]([S:17]([NH:20][C:21]([CH3:24])([CH3:23])[CH3:22])(=[O:19])=[O:18])[CH:14]=[CH:15][CH:16]=1.CC1(C)C2C(=C(P(C3C=CC=CC=3)C3C=CC=CC=3)C=CC=2)OC2C(P(C3C=CC=CC=3)C3C=CC=CC=3)=CC=CC1=2.C(=O)([O-])[O-].[Cs+].[Cs+], predict the reaction product. The product is: [C:21]([NH:20][S:17]([C:13]1[CH:14]=[CH:15][CH:16]=[C:11]([NH:8][C:6]2[C:5]([CH3:9])=[CH:4][N:3]=[C:2]([Cl:1])[N:7]=2)[CH:12]=1)(=[O:19])=[O:18])([CH3:24])([CH3:22])[CH3:23]. (6) Given the reactants Cl[C:2]1[C:3]2[C:4](=[CH:16][N:17](CC3C=CC(OC)=CC=3)[N:18]=2)[N:5]=[C:6]([C:8]2[C:13]([F:14])=[CH:12][CH:11]=[CH:10][C:9]=2[F:15])[N:7]=1.[CH:28]1([N:31]2[CH2:36][CH2:35][N:34]([C:37]3[CH:43]=[CH:42][C:40]([NH2:41])=[CH:39][CH:38]=3)[CH2:33][CH2:32]2)[CH2:30][CH2:29]1.Cl, predict the reaction product. The product is: [CH:28]1([N:31]2[CH2:32][CH2:33][N:34]([C:37]3[CH:43]=[CH:42][C:40]([NH:41][C:2]4[C:3]5[NH:18][N:17]=[CH:16][C:4]=5[N:5]=[C:6]([C:8]5[C:9]([F:15])=[CH:10][CH:11]=[CH:12][C:13]=5[F:14])[N:7]=4)=[CH:39][CH:38]=3)[CH2:35][CH2:36]2)[CH2:30][CH2:29]1. (7) The product is: [Cl:15][C:16]1[CH:17]=[C:18]([CH:26]=[CH:27][CH:28]=1)[C:19]([NH:21][CH2:22][C:23]([N:10]1[CH2:11][C:12](=[O:13])[N:8]([C:4](=[CH2:5])[C:3]([CH3:14])=[C:2]([Cl:1])[CH3:7])[CH2:9]1)=[O:24])=[O:20]. Given the reactants [Cl:1][C:2]1[C:3]([CH3:14])=[C:4]([N:8]2[C:12](=[O:13])[CH2:11][NH:10][CH2:9]2)[CH:5]=C[CH:7]=1.[Cl:15][C:16]1[CH:17]=[C:18]([CH:26]=[CH:27][CH:28]=1)[C:19]([NH:21][CH2:22][C:23](O)=[O:24])=[O:20].F[P-](F)(F)(F)(F)F.N1(O[P+](N(C)C)(N(C)C)N(C)C)C2C=CC=CC=2N=N1, predict the reaction product. (8) Given the reactants FC(F)(F)C(OC(=O)C(F)(F)F)=O.[C:14]([C:17]1[S:18][CH:19]=[C:20]([C:22]([O:24][C:25]([CH3:28])([CH3:27])[CH3:26])=[O:23])[N:21]=1)(=O)[NH2:15].CCN(CC)CC.ClCCl, predict the reaction product. The product is: [C:14]([C:17]1[S:18][CH:19]=[C:20]([C:22]([O:24][C:25]([CH3:28])([CH3:27])[CH3:26])=[O:23])[N:21]=1)#[N:15]. (9) The product is: [NH:3]1[CH:4]=[CH:5][N:6]=[C:2]1[S:1][C:24]1[CH:23]=[CH:22][C:18]2[N:19]=[CH:20][N:21]=[C:16]([NH:7][C:8]3[CH:13]=[N:12][C:11]([CH3:14])=[CH:10][N:9]=3)[C:17]=2[N:25]=1. Given the reactants [SH:1][C:2]1[NH:3][CH:4]=[CH:5][N:6]=1.[NH2:7][C:8]1[CH:13]=[N:12][C:11]([CH3:14])=[CH:10][N:9]=1.Cl[C:16]1[C:17]2[N:25]=[C:24](Cl)[CH:23]=[CH:22][C:18]=2[N:19]=[CH:20][N:21]=1, predict the reaction product.